Dataset: Full USPTO retrosynthesis dataset with 1.9M reactions from patents (1976-2016). Task: Predict the reactants needed to synthesize the given product. (1) Given the product [N:1]1([C:10]2[N:15]=[C:14]([NH:16][C@H:17]3[CH2:22][CH2:21][O:20][CH2:19][C@H:18]3[CH3:23])[C:13]([NH2:24])=[CH:12][N:11]=2)[C:5]2[CH:6]=[CH:7][CH:8]=[CH:9][C:4]=2[N:3]=[CH:2]1, predict the reactants needed to synthesize it. The reactants are: [N:1]1([C:10]2[N:15]=[C:14]([NH:16][C@H:17]3[CH2:22][CH2:21][O:20][CH2:19][C@H:18]3[CH3:23])[C:13]([N+:24]([O-])=O)=[CH:12][N:11]=2)[C:5]2[CH:6]=[CH:7][CH:8]=[CH:9][C:4]=2[N:3]=[CH:2]1.S(S([O-])=O)([O-])=O.[Na+].[Na+].C(=O)(O)[O-].[Na+].CO. (2) The reactants are: Cl[C:2]1[N:3]([CH2:10][C@@:11]([CH3:32])([OH:31])[CH2:12][N:13]2[CH2:18][CH2:17][CH:16]([O:19][CH2:20][C:21]3[CH:26]=[CH:25][C:24]([C:27]([F:30])([F:29])[F:28])=[CH:23][CH:22]=3)[CH2:15][CH2:14]2)[CH:4]=[C:5]([N+:7]([O-:9])=[O:8])[N:6]=1.[H-].[Na+].O. Given the product [CH3:32][C@@:11]1([CH2:12][N:13]2[CH2:18][CH2:17][CH:16]([O:19][CH2:20][C:21]3[CH:26]=[CH:25][C:24]([C:27]([F:30])([F:29])[F:28])=[CH:23][CH:22]=3)[CH2:15][CH2:14]2)[O:31][C:2]2=[N:6][C:5]([N+:7]([O-:9])=[O:8])=[CH:4][N:3]2[CH2:10]1, predict the reactants needed to synthesize it. (3) Given the product [Cl:1][C:2]1[C:3]([N:16]2[CH2:15][C@H:14]([CH3:13])[O:19][C@H:18]([CH3:20])[CH2:17]2)=[C:4]([CH:8]=[CH:9][C:10]=1[F:11])[C:5]([OH:7])=[O:6], predict the reactants needed to synthesize it. The reactants are: [Cl:1][C:2]1[C:3](F)=[C:4]([CH:8]=[CH:9][C:10]=1[F:11])[C:5]([OH:7])=[O:6].[CH3:13][C@H:14]1[O:19][C@@H:18]([CH3:20])[CH2:17][NH:16][CH2:15]1.